The task is: Predict the product of the given reaction.. This data is from Forward reaction prediction with 1.9M reactions from USPTO patents (1976-2016). The product is: [CH3:1][N:2]([CH3:36])[C:3]([C:5]1[N:30]([CH:31]2[CH2:35][CH2:34][CH2:33][CH2:32]2)[C:8]2[N:9]=[C:10]([NH:13][C:14]3[CH:19]=[CH:18][C:17]([C:20]([N:22]4[CH2:28][CH:27]5[CH2:29][CH:24]([CH2:25][N:26]5[CH2:54][C:53]([F:64])([F:63])[F:52])[CH2:23]4)=[O:21])=[CH:16][N:15]=3)[N:11]=[CH:12][C:7]=2[CH:6]=1)=[O:4]. Given the reactants [CH3:1][N:2]([CH3:36])[C:3]([C:5]1[N:30]([CH:31]2[CH2:35][CH2:34][CH2:33][CH2:32]2)[C:8]2[N:9]=[C:10]([NH:13][C:14]3[CH:19]=[CH:18][C:17]([C:20]([N:22]4[CH2:28][CH:27]5[CH2:29][CH:24]([CH2:25][NH:26]5)[CH2:23]4)=[O:21])=[CH:16][N:15]=3)[N:11]=[CH:12][C:7]=2[CH:6]=1)=[O:4].CCN(C(C)C)C(C)C.C(=O)([O-])[O-].[K+].[K+].[F:52][C:53]([F:64])([F:63])[CH2:54]OS(C(F)(F)F)(=O)=O, predict the reaction product.